Dataset: Reaction yield outcomes from USPTO patents with 853,638 reactions. Task: Predict the reaction yield, written as a fraction of the theoretical maximum amount of product (1.0 means a 100% yield; for example, 0.34 means a 34% yield). (1) The reactants are [F:1][C:2]([F:24])([F:23])[C:3]1[CH:4]=[C:5]([C:13]2[N:17]=[CH:16][N:15](/[CH:18]=[CH:19]\[C:20]([OH:22])=O)[N:14]=2)[CH:6]=[C:7]([C:9]([F:12])([F:11])[F:10])[CH:8]=1.[CH3:25][C:26]1[C:27]([N:32]([CH3:34])[NH2:33])=[N:28][CH:29]=[CH:30][CH:31]=1.C(P1(=O)OP(CCC)(=O)OP(CCC)(=O)O1)CC.CCN(C(C)C)C(C)C. The catalyst is CCOC(C)=O.C(Cl)Cl.CO. The product is [F:1][C:2]([F:23])([F:24])[C:3]1[CH:4]=[C:5]([C:13]2[N:17]=[CH:16][N:15](/[CH:18]=[CH:19]\[C:20]([NH:33][N:32]([CH3:34])[C:27]3[C:26]([CH3:25])=[CH:31][CH:30]=[CH:29][N:28]=3)=[O:22])[N:14]=2)[CH:6]=[C:7]([C:9]([F:12])([F:10])[F:11])[CH:8]=1. The yield is 0.400. (2) The reactants are [C:1]([C:5]1[N:13]=[C:12]2[C:8]([N:9]=[CH:10][NH:11]2)=[C:7](Cl)[N:6]=1)([CH3:4])([CH3:3])[CH3:2].[NH:15]1[CH2:19][CH2:18][C@H:17]([NH:20][C:21](=[O:23])[CH3:22])[CH2:16]1.CCN(C(C)C)C(C)C. The catalyst is CCO. The product is [C:1]([C:5]1[N:13]=[C:12]2[C:8]([N:9]=[CH:10][NH:11]2)=[C:7]([N:15]2[CH2:19][CH2:18][C@H:17]([NH:20][C:21](=[O:23])[CH3:22])[CH2:16]2)[N:6]=1)([CH3:4])([CH3:3])[CH3:2]. The yield is 0.760. (3) The reactants are [C:1]1([S:7]([N:10]2[C:18]3[CH:17]=[CH:16][N:15]=[CH:14][C:13]=3[CH:12]=[CH:11]2)(=[O:9])=[O:8])[CH:6]=[CH:5][CH:4]=[CH:3][CH:2]=1.C1C=C(Cl)C=C(C(OO)=[O:27])C=1. The catalyst is O1CCOCC1. The product is [C:1]1([S:7]([N:10]2[C:18]3[CH:17]=[CH:16][N+:15]([O-:27])=[CH:14][C:13]=3[CH:12]=[CH:11]2)(=[O:9])=[O:8])[CH:2]=[CH:3][CH:4]=[CH:5][CH:6]=1. The yield is 0.950. (4) The reactants are [Cl:1]C(OC(Cl)C)=O.C([N:15]1[CH2:20][CH2:19][C:18]([F:22])([F:21])[CH2:17][CH2:16]1)C1C=CC=CC=1. The catalyst is ClCCl. The product is [ClH:1].[F:21][C:18]1([F:22])[CH2:19][CH2:20][NH:15][CH2:16][CH2:17]1. The yield is 0.870. (5) The reactants are [Br:1][C:2]1[S:6][C:5]([C:7]2[CH:12]=[CH:11][N:10]=[C:9]([NH:13][C:14]3[CH:15]=[C:16]([CH:19]=[CH:20][CH:21]=3)[CH:17]=O)[N:8]=2)=[CH:4][CH:3]=1.[CH3:22][N:23]([CH3:30])[CH:24]1[CH2:29][CH2:28][NH:27][CH2:26][CH2:25]1. The catalyst is CC(O)=O.CC(N(C)C)=O. The product is [Br:1][C:2]1[S:6][C:5]([C:7]2[CH:12]=[CH:11][N:10]=[C:9]([NH:13][C:14]3[CH:21]=[CH:20][CH:19]=[C:16]([CH2:17][N:27]4[CH2:28][CH2:29][CH:24]([N:23]([CH3:30])[CH3:22])[CH2:25][CH2:26]4)[CH:15]=3)[N:8]=2)=[CH:4][CH:3]=1. The yield is 0.0700. (6) The reactants are [Cl:1][C:2]1[CH:7]=[C:6]([F:8])[CH:5]=[CH:4][C:3]=1[S:9]([NH:12][CH2:13][CH2:14][CH2:15][CH2:16][NH:17][C:18]([C@@H:20]([NH:25][C:26]([C:28]1[CH:37]=[CH:36][CH:35]=[C:34]2[C:29]=1[CH2:30][CH2:31][N:32](C(OC(C)(C)C)=O)[CH2:33]2)=[O:27])[CH2:21][CH:22]([CH3:24])[CH3:23])=[O:19])(=[O:11])=[O:10].Cl. The catalyst is CO.O1CCOCC1. The product is [Cl:1][C:2]1[CH:7]=[C:6]([F:8])[CH:5]=[CH:4][C:3]=1[S:9]([NH:12][CH2:13][CH2:14][CH2:15][CH2:16][NH:17][C:18]([C@@H:20]([NH:25][C:26]([C:28]1[C:29]2[CH2:30][CH2:31][NH:32][CH2:33][C:34]=2[CH:35]=[CH:36][CH:37]=1)=[O:27])[CH2:21][CH:22]([CH3:24])[CH3:23])=[O:19])(=[O:11])=[O:10]. The yield is 1.00. (7) The reactants are [N:1]1([CH2:7][CH2:8][CH2:9][NH2:10])[CH2:6][CH2:5][CH2:4][CH2:3][CH2:2]1.[CH3:11][O:12][CH:13]([O:16][CH3:17])[CH:14]=O.S([O-])([O-])(=O)=O.[Mg+2].CC(O)=O.C([BH3-])#N.[Na+]. The catalyst is CO. The product is [CH3:11][O:12][CH:13]([O:16][CH3:17])[CH2:14][NH:10][CH2:9][CH2:8][CH2:7][N:1]1[CH2:6][CH2:5][CH2:4][CH2:3][CH2:2]1. The yield is 0.430. (8) The reactants are [CH3:1][CH:2]1[CH2:7][CH2:6][CH2:5][N:4]([C:8]2[O:9][C:10]([C:17]([NH:19][C:20]3[CH:25]=[CH:24][C:23]([C:26]4[CH:31]=[CH:30][C:29]([C:32](O)=[O:33])=[CH:28][CH:27]=4)=[CH:22][CH:21]=3)=[O:18])=[C:11]([C:13]([F:16])([F:15])[F:14])[N:12]=2)[CH2:3]1.[NH2:35][C:36]1[CH:41]=[CH:40][CH:39]=[CH:38][CH:37]=1.F[P-](F)(F)(F)(F)F.N1(OC(N(C)C)=[N+](C)C)C2N=CC=CC=2N=N1.C(N(CC)C(C)C)(C)C. The catalyst is CN(C=O)C.O. The product is [C:36]1([NH:35][C:32]([C:29]2[CH:30]=[CH:31][C:26]([C:23]3[CH:24]=[CH:25][C:20]([NH:19][C:17]([C:10]4[O:9][C:8]([N:4]5[CH2:5][CH2:6][CH2:7][CH:2]([CH3:1])[CH2:3]5)=[N:12][C:11]=4[C:13]([F:15])([F:14])[F:16])=[O:18])=[CH:21][CH:22]=3)=[CH:27][CH:28]=2)=[O:33])[CH:41]=[CH:40][CH:39]=[CH:38][CH:37]=1. The yield is 0.960.